This data is from Full USPTO retrosynthesis dataset with 1.9M reactions from patents (1976-2016). The task is: Predict the reactants needed to synthesize the given product. (1) Given the product [CH2:35]([O:34][CH2:33][C@@H:9]1[CH2:10][C@@H:11]([S:13][C:14]([C:21]2[CH:26]=[CH:25][CH:24]=[CH:23][CH:22]=2)([C:15]2[CH:16]=[CH:17][CH:18]=[CH:19][CH:20]=2)[C:27]2[CH:32]=[CH:31][CH:30]=[CH:29][CH:28]=2)[CH2:12][NH:8]1)[C:36]1[CH:41]=[CH:40][CH:39]=[CH:38][CH:37]=1, predict the reactants needed to synthesize it. The reactants are: C(OC([N:8]1[CH2:12][C@H:11]([S:13][C:14]([C:27]2[CH:32]=[CH:31][CH:30]=[CH:29][CH:28]=2)([C:21]2[CH:26]=[CH:25][CH:24]=[CH:23][CH:22]=2)[C:15]2[CH:20]=[CH:19][CH:18]=[CH:17][CH:16]=2)[CH2:10][C@H:9]1[CH2:33][OH:34])=O)(C)(C)C.[CH2:35](Br)[C:36]1[CH:41]=[CH:40][CH:39]=[CH:38][CH:37]=1. (2) Given the product [CH2:35]([C@@H:31]([CH2:30][C:29]([O:28][C:24]([CH3:27])([CH3:26])[CH3:25])=[O:38])[C:32]([O:14][CH2:13][C@H:12]([NH:11][C:9](=[O:10])[C@@H:8]([CH2:1][C:2]1[CH:3]=[CH:4][CH:5]=[CH:6][CH:7]=1)[CH2:21][CH:22]=[CH2:23])[C:15]1[CH:20]=[CH:19][CH:18]=[CH:17][CH:16]=1)=[O:33])[CH:36]=[CH2:37], predict the reactants needed to synthesize it. The reactants are: [CH2:1]([C@@H:8]([CH2:21][CH:22]=[CH2:23])[C:9]([NH:11][C@H:12]([C:15]1[CH:20]=[CH:19][CH:18]=[CH:17][CH:16]=1)[CH2:13][OH:14])=[O:10])[C:2]1[CH:7]=[CH:6][CH:5]=[CH:4][CH:3]=1.[C:24]([O:28][C:29](=[O:38])[CH2:30][C@H:31]([CH2:35][CH:36]=[CH2:37])[C:32](O)=[O:33])([CH3:27])([CH3:26])[CH3:25]. (3) Given the product [Cl:1][C:2]1[CH:7]=[C:6]2[NH:8][C:9](=[O:41])[C:10]3([CH:15]([C:16]4[CH:21]=[C:20]([Cl:22])[CH:19]=[CH:18][C:17]=4[O:23][C:24]([C:27]([OH:29])=[O:28])([CH3:25])[CH3:26])[CH2:14][C:13](=[O:31])[NH:12][CH:11]3[C:32]3[CH:37]=[C:36]([CH3:38])[CH:35]=[CH:34][C:33]=3[O:39][CH3:40])[C:5]2=[CH:4][CH:3]=1, predict the reactants needed to synthesize it. The reactants are: [Cl:1][C:2]1[CH:7]=[C:6]2[NH:8][C:9](=[O:41])[C:10]3([CH:15]([C:16]4[CH:21]=[C:20]([Cl:22])[CH:19]=[CH:18][C:17]=4[O:23][C:24]([C:27]([O:29]C)=[O:28])([CH3:26])[CH3:25])[CH2:14][C:13](=[O:31])[NH:12][CH:11]3[C:32]3[CH:37]=[C:36]([CH3:38])[CH:35]=[CH:34][C:33]=3[O:39][CH3:40])[C:5]2=[CH:4][CH:3]=1.[OH-].[Na+].O.